From a dataset of Forward reaction prediction with 1.9M reactions from USPTO patents (1976-2016). Predict the product of the given reaction. (1) Given the reactants [NH2:1][C:2]1[CH:12]=[C:11]([CH3:13])[C:5]2[N:6]([CH3:10])[C:7](=[O:9])[O:8][C:4]=2[CH:3]=1.[Cl:14][C:15]1[CH:20]=[C:19](Cl)[N:18]=[CH:17][N:16]=1, predict the reaction product. The product is: [Cl:14][C:15]1[N:16]=[CH:17][N:18]=[C:19]([NH:1][C:2]2[CH:12]=[C:11]([CH3:13])[C:5]3[N:6]([CH3:10])[C:7](=[O:9])[O:8][C:4]=3[CH:3]=2)[CH:20]=1. (2) Given the reactants Cl.CCOC(C)=O.[CH:8]1([CH:14]2[C:23]3[C:18](=[CH:19][CH:20]=[CH:21][CH:22]=3)[CH2:17][CH2:16][N:15]2[C:24]([C@@H:26]2[CH2:30][CH2:29][CH2:28][N:27]2C(OC(C)(C)C)=O)=[O:25])[CH2:13][CH2:12][CH2:11][CH2:10][CH2:9]1, predict the reaction product. The product is: [CH:8]1([CH:14]2[C:23]3[C:18](=[CH:19][CH:20]=[CH:21][CH:22]=3)[CH2:17][CH2:16][N:15]2[C:24](=[O:25])[C@@H:26]2[CH2:30][CH2:29][CH2:28][NH:27]2)[CH2:9][CH2:10][CH2:11][CH2:12][CH2:13]1. (3) Given the reactants [H-].[Na+].CS(C)=O.[NH2:7][C:8]1[C:13]([CH3:14])=[CH:12][C:11]([OH:15])=[C:10]([CH3:16])[CH:9]=1.[CH2:17]([O:24][C:25]1[CH:34]=[C:33]2[C:28]([C:29](Cl)=[CH:30][CH:31]=[N:32]2)=[CH:27][C:26]=1[O:36][CH3:37])[C:18]1[CH:23]=[CH:22][CH:21]=[CH:20][CH:19]=1, predict the reaction product. The product is: [CH2:17]([O:24][C:25]1[CH:34]=[C:33]2[C:28]([C:29]([O:15][C:11]3[C:10]([CH3:16])=[CH:9][C:8]([NH2:7])=[C:13]([CH3:14])[CH:12]=3)=[CH:30][CH:31]=[N:32]2)=[CH:27][C:26]=1[O:36][CH3:37])[C:18]1[CH:19]=[CH:20][CH:21]=[CH:22][CH:23]=1. (4) Given the reactants [CH3:1][O:2][C:3]1[CH:4]=[C:5]([CH2:9][CH:10]([NH2:12])[CH3:11])[CH:6]=[CH:7][CH:8]=1.N1C=CC=CC=1.[F:19][C:20]([F:31])([F:30])[C:21](O[C:21](=[O:22])[C:20]([F:31])([F:30])[F:19])=[O:22], predict the reaction product. The product is: [F:19][C:20]([F:31])([F:30])[C:21]([NH:12][CH:10]([CH3:11])[CH2:9][C:5]1[CH:6]=[CH:7][CH:8]=[C:3]([O:2][CH3:1])[CH:4]=1)=[O:22]. (5) Given the reactants Cl[C:2]1[N:7]=[C:6]([C:8]([O:10]C)=[O:9])[CH:5]=[C:4]([N:12]2[CH2:17][CH2:16][C@H:15]([NH:18][C:19]([C:21]3[NH:22][C:23]([CH3:27])=[C:24]([Cl:26])[CH:25]=3)=[O:20])[C@H:14]([O:28][CH3:29])[CH2:13]2)[N:3]=1.[CH3:30][OH:31].Cl, predict the reaction product. The product is: [Cl:26][C:24]1[CH:25]=[C:21]([C:19]([NH:18][C@H:15]2[CH2:16][CH2:17][N:12]([C:4]3[N:3]=[C:2]([O:31][CH3:30])[N:7]=[C:6]([C:8]([OH:10])=[O:9])[CH:5]=3)[CH2:13][C@H:14]2[O:28][CH3:29])=[O:20])[NH:22][C:23]=1[CH3:27].